From a dataset of Reaction yield outcomes from USPTO patents with 853,638 reactions. Predict the reaction yield, written as a fraction of the theoretical maximum amount of product (1.0 means a 100% yield; for example, 0.34 means a 34% yield). (1) The reactants are [Cl:1][C:2]1[C:9]([C:10]#[C:11][Si](C)(C)C)=[C:8](F)[CH:7]=[CH:6][C:3]=1[C:4]#[N:5].[NH2:17][C@@H:18]([CH3:23])[C:19]([CH3:22])([OH:21])[CH3:20].C([O-])([O-])=O.[K+].[K+].CN1C(=O)CCC1. The catalyst is [Cu]I.CCOC(C)=O.O. The product is [Cl:1][C:2]1[C:3]([C:4]#[N:5])=[CH:6][CH:7]=[C:8]2[C:9]=1[CH:10]=[CH:11][N:17]2[C@H:18]([C:19]([OH:21])([CH3:22])[CH3:20])[CH3:23]. The yield is 0.620. (2) The reactants are [CH2:1]([O:3][C:4]1[CH:5]=[C:6]([C:13]2[O:17][N:16]=[C:15]([C:18]3[CH:26]=[CH:25][CH:24]=[C:23]4[C:19]=3[CH2:20][CH2:21][N:22]4[C:27]([NH:29][CH2:30][CH2:31][C:32]([O:34]CC)=[O:33])=[O:28])[N:14]=2)[CH:7]=[CH:8][C:9]=1[O:10][CH2:11][CH3:12])[CH3:2].C(C1C=CC(NC(=O)NCCC(OCC)=O)=CC=1)CCCCCCC. No catalyst specified. The product is [CH2:1]([O:3][C:4]1[CH:5]=[C:6]([C:13]2[O:17][N:16]=[C:15]([C:18]3[CH:26]=[CH:25][CH:24]=[C:23]4[C:19]=3[CH2:20][CH2:21][N:22]4[C:27]([NH:29][CH2:30][CH2:31][C:32]([OH:34])=[O:33])=[O:28])[N:14]=2)[CH:7]=[CH:8][C:9]=1[O:10][CH2:11][CH3:12])[CH3:2]. The yield is 0.610. (3) The reactants are [Br:1][C:2]1[CH:7]=[CH:6][C:5](I)=[C:4]([O:9][C:10]([F:13])([F:12])[F:11])[CH:3]=1.[Li]CCCC.CCCCCC.[CH:25](N1CCOCC1)=[O:26]. The catalyst is C1COCC1. The product is [Br:1][C:2]1[CH:7]=[CH:6][C:5]([CH:25]=[O:26])=[C:4]([O:9][C:10]([F:13])([F:12])[F:11])[CH:3]=1. The yield is 0.770. (4) The reactants are [C:1]([C:4]1[CH:5]=[C:6]([CH:10]=[CH:11][CH:12]=1)[C:7]([OH:9])=[O:8])(=[O:3])[CH3:2].S(=O)(=O)(O)O.[CH2:18](O)[CH3:19]. No catalyst specified. The product is [C:1]([C:4]1[CH:5]=[C:6]([CH:10]=[CH:11][CH:12]=1)[C:7]([O:9][CH2:18][CH3:19])=[O:8])(=[O:3])[CH3:2]. The yield is 0.980. (5) The reactants are [CH:1]1([N:4]2[CH2:9][CH2:8][N:7]([C:10]3[S:11][C:12]4[CH:18]=[C:17]([NH:19]C(=O)C)[CH:16]=[CH:15][C:13]=4[N:14]=3)[CH2:6][CH2:5]2)[CH2:3][CH2:2]1.Cl.[OH-].[Na+]. The catalyst is CCO. The product is [CH:1]1([N:4]2[CH2:5][CH2:6][N:7]([C:10]3[S:11][C:12]4[CH:18]=[C:17]([NH2:19])[CH:16]=[CH:15][C:13]=4[N:14]=3)[CH2:8][CH2:9]2)[CH2:3][CH2:2]1. The yield is 0.870.